This data is from NCI-60 drug combinations with 297,098 pairs across 59 cell lines. The task is: Regression. Given two drug SMILES strings and cell line genomic features, predict the synergy score measuring deviation from expected non-interaction effect. (1) Drug 1: COC1=CC(=CC(=C1O)OC)C2C3C(COC3=O)C(C4=CC5=C(C=C24)OCO5)OC6C(C(C7C(O6)COC(O7)C8=CC=CS8)O)O. Drug 2: CN(C)N=NC1=C(NC=N1)C(=O)N. Cell line: BT-549. Synergy scores: CSS=22.7, Synergy_ZIP=-4.50, Synergy_Bliss=-2.19, Synergy_Loewe=-36.1, Synergy_HSA=-3.06. (2) Drug 1: CC12CCC3C(C1CCC2OP(=O)(O)O)CCC4=C3C=CC(=C4)OC(=O)N(CCCl)CCCl.[Na+]. Drug 2: N.N.Cl[Pt+2]Cl. Cell line: SF-539. Synergy scores: CSS=49.2, Synergy_ZIP=-2.01, Synergy_Bliss=1.84, Synergy_Loewe=-15.6, Synergy_HSA=0.650. (3) Drug 1: C1CN1C2=NC(=NC(=N2)N3CC3)N4CC4. Drug 2: COCCOC1=C(C=C2C(=C1)C(=NC=N2)NC3=CC=CC(=C3)C#C)OCCOC.Cl. Cell line: NCI-H226. Synergy scores: CSS=10.0, Synergy_ZIP=-4.38, Synergy_Bliss=-3.61, Synergy_Loewe=-1.13, Synergy_HSA=-0.935. (4) Synergy scores: CSS=34.2, Synergy_ZIP=-7.39, Synergy_Bliss=-6.90, Synergy_Loewe=-26.3, Synergy_HSA=-5.20. Cell line: DU-145. Drug 2: C(CCl)NC(=O)N(CCCl)N=O. Drug 1: C1=NC2=C(N1)C(=S)N=CN2. (5) Drug 1: C1=CC(=C2C(=C1NCCNCCO)C(=O)C3=C(C=CC(=C3C2=O)O)O)NCCNCCO. Drug 2: COC1=NC(=NC2=C1N=CN2C3C(C(C(O3)CO)O)O)N. Cell line: NCI/ADR-RES. Synergy scores: CSS=4.20, Synergy_ZIP=1.92, Synergy_Bliss=3.28, Synergy_Loewe=-6.53, Synergy_HSA=-2.72. (6) Drug 1: C1=NC2=C(N1)C(=S)N=C(N2)N. Drug 2: CN(CC1=CN=C2C(=N1)C(=NC(=N2)N)N)C3=CC=C(C=C3)C(=O)NC(CCC(=O)O)C(=O)O. Cell line: BT-549. Synergy scores: CSS=16.3, Synergy_ZIP=-6.83, Synergy_Bliss=-0.636, Synergy_Loewe=-2.48, Synergy_HSA=-1.84. (7) Drug 2: CC12CCC3C(C1CCC2=O)CC(=C)C4=CC(=O)C=CC34C. Synergy scores: CSS=24.3, Synergy_ZIP=-0.351, Synergy_Bliss=-1.26, Synergy_Loewe=-21.6, Synergy_HSA=-0.714. Cell line: U251. Drug 1: C1CCC(C1)C(CC#N)N2C=C(C=N2)C3=C4C=CNC4=NC=N3. (8) Drug 1: CC(C)(C#N)C1=CC(=CC(=C1)CN2C=NC=N2)C(C)(C)C#N. Drug 2: C#CCC(CC1=CN=C2C(=N1)C(=NC(=N2)N)N)C3=CC=C(C=C3)C(=O)NC(CCC(=O)O)C(=O)O. Cell line: SW-620. Synergy scores: CSS=9.06, Synergy_ZIP=-0.958, Synergy_Bliss=4.38, Synergy_Loewe=3.06, Synergy_HSA=3.36.